This data is from NCI-60 drug combinations with 297,098 pairs across 59 cell lines. The task is: Regression. Given two drug SMILES strings and cell line genomic features, predict the synergy score measuring deviation from expected non-interaction effect. Drug 2: CCC1=C2CN3C(=CC4=C(C3=O)COC(=O)C4(CC)O)C2=NC5=C1C=C(C=C5)O. Drug 1: CC12CCC(CC1=CCC3C2CCC4(C3CC=C4C5=CN=CC=C5)C)O. Cell line: HS 578T. Synergy scores: CSS=16.8, Synergy_ZIP=5.16, Synergy_Bliss=7.37, Synergy_Loewe=2.61, Synergy_HSA=5.34.